From a dataset of TCR-epitope binding with 47,182 pairs between 192 epitopes and 23,139 TCRs. Binary Classification. Given a T-cell receptor sequence (or CDR3 region) and an epitope sequence, predict whether binding occurs between them. (1) The epitope is IVTDFSVIK. The TCR CDR3 sequence is CASSFPTSRPTDTQYF. Result: 0 (the TCR does not bind to the epitope). (2) The epitope is AVFDRKSDAK. The TCR CDR3 sequence is CASRRQETNEKLFF. Result: 1 (the TCR binds to the epitope). (3) The TCR CDR3 sequence is CASAGRTDTQYF. Result: 0 (the TCR does not bind to the epitope). The epitope is SQASSRSSSR. (4) The TCR CDR3 sequence is CASSQEGLAFQGYTF. The epitope is KLPDDFTGCV. Result: 1 (the TCR binds to the epitope). (5) The epitope is TSDLATNNLVVMAY. The TCR CDR3 sequence is CSANWGSEAFF. Result: 1 (the TCR binds to the epitope). (6) The epitope is ISPRTLNAW. The TCR CDR3 sequence is CAISGASHEQFF. Result: 1 (the TCR binds to the epitope). (7) The epitope is PKYVKQNTLKLAT. The TCR CDR3 sequence is CASSHGTGAYEQYF. Result: 1 (the TCR binds to the epitope). (8) The epitope is LLSAGIFGA. The TCR CDR3 sequence is CASSLGTSSYNSPLHF. Result: 1 (the TCR binds to the epitope). (9) The epitope is FLRGRAYGL. The TCR CDR3 sequence is CASSFRDSYEQYF. Result: 0 (the TCR does not bind to the epitope). (10) The epitope is KLPDDFTGCV. The TCR CDR3 sequence is CASSYLQTGSPWLIGYYEQYF. Result: 1 (the TCR binds to the epitope).